Predict the reaction yield, written as a fraction of the theoretical maximum amount of product (1.0 means a 100% yield; for example, 0.34 means a 34% yield). From a dataset of Reaction yield outcomes from USPTO patents with 853,638 reactions. (1) The reactants are [CH3:1][O:2][C:3]1[CH:12]=[CH:11][C:10]2[C:5](=[CH:6][CH:7]=[CH:8][CH:9]=2)[CH:4]=1.C([Li])CCC.[Br:18]CCBr.[OH-].[Na+]. The catalyst is C1COCC1. The product is [Br:18][C:12]1[C:3]([O:2][CH3:1])=[CH:4][C:5]2[C:10](=[CH:9][CH:8]=[CH:7][CH:6]=2)[CH:11]=1. The yield is 0.584. (2) The catalyst is C(Cl)(Cl)Cl.[Cl-].[Zn+2].[Cl-]. The yield is 0.425. The reactants are [CH3:1][O:2][C:3]([C:5]1[S:6][C:7]([C:11]2[CH:16]=[CH:15][C:14]([Cl:17])=[CH:13][CH:12]=2)=[C:8]([CH3:10])[CH:9]=1)=[O:4].[Br:18]Br. The product is [CH3:1][O:2][C:3]([C:5]1[S:6][C:7]([C:11]2[CH:12]=[CH:13][C:14]([Cl:17])=[CH:15][CH:16]=2)=[C:8]([CH3:10])[C:9]=1[Br:18])=[O:4].